Dataset: Forward reaction prediction with 1.9M reactions from USPTO patents (1976-2016). Task: Predict the product of the given reaction. (1) The product is: [Cl:1][C:2]1[C:7]([CH3:8])=[C:6]([Cl:9])[N:5]=[CH:4][C:3]=1[CH2:10][N:11]([C:15]1[C:16]([F:26])=[C:17]([O:24][CH3:25])[CH:18]=[C:19]([O:22][CH3:23])[C:20]=1[F:21])[C:12]([NH:32][CH3:29])=[O:13]. Given the reactants [Cl:1][C:2]1[C:7]([CH3:8])=[C:6]([Cl:9])[N:5]=[CH:4][C:3]=1[CH2:10][N:11]([C:15]1[C:20]([F:21])=[C:19]([O:22][CH3:23])[CH:18]=[C:17]([O:24][CH3:25])[C:16]=1[F:26])[C:12](Cl)=[O:13].CN.[CH:29]([N:32](CC)C(C)C)(C)C, predict the reaction product. (2) Given the reactants [CH3:1][O:2][C:3]1[CH:8]=[C:7]([CH2:9][O:10][CH3:11])[CH:6]=[CH:5][C:4]=1[N+:12]([O-])=O, predict the reaction product. The product is: [CH3:1][O:2][C:3]1[CH:8]=[C:7]([CH2:9][O:10][CH3:11])[CH:6]=[CH:5][C:4]=1[NH2:12]. (3) Given the reactants [CH:1]12[CH2:7][CH:4]([CH2:5][CH2:6]1)[CH:3]([C:8]([O-:10])=[O:9])[CH:2]2[C:11]([O-:13])=[O:12].[Na+].[Na+].S(=O)(=O)(O)O, predict the reaction product. The product is: [CH:1]12[CH2:7][CH:4]([CH2:5][CH2:6]1)[CH:3]([C:8]([OH:10])=[O:9])[CH:2]2[C:11]([OH:13])=[O:12]. (4) Given the reactants C1C(=O)NC(=O)N([C@@H:9]2[O:13][C@H:12]([CH2:14][OH:15])[C@@H:11]([OH:16])[C@@H:10]2[OH:17])C=1.[N:18]1[C:26]([NH2:27])=[C:25]2[C:21]([N:22]=[CH:23][NH:24]2)=[N:20][CH:19]=1, predict the reaction product. The product is: [CH:9]1([C:19]2[N:20]=[C:21]3[C:25]([NH:24][CH:23]=[N:22]3)=[C:26]([NH2:27])[N:18]=2)[O:13][C@H:12]([CH2:14][OH:15])[C@@H:11]([OH:16])[C@@H:10]1[OH:17]. (5) Given the reactants C[N:2](C)/[CH:3]=[CH:4]/[C:5](=O)[C:6]([CH3:12])([CH3:11])[C:7]([O:9][CH3:10])=[O:8].[C:15]1([NH:21]N)[CH:20]=[CH:19][CH:18]=[CH:17][CH:16]=1.FC(F)(F)S(O)(=O)=O.C([O-])([O-])=O.[Na+].[Na+], predict the reaction product. The product is: [CH3:11][C:6]([C:5]1[N:21]([C:15]2[CH:20]=[CH:19][CH:18]=[CH:17][CH:16]=2)[N:2]=[CH:3][CH:4]=1)([CH3:12])[C:7]([O:9][CH3:10])=[O:8]. (6) Given the reactants [CH3:1][O:2][C:3]1[CH:8]=[CH:7][C:6]([N:9]([CH3:32])[C:10]2[C:19]3[C:14](=[CH:15][CH:16]=[CH:17][CH:18]=3)[N:13]=[C:12]([CH2:20][N:21]3C(=O)C4[C:23](=CC=CC=4)[C:22]3=[O:31])[N:11]=2)=[CH:5][CH:4]=1.Cl.ClCC1N=C(N(C2C=CC(OC)=CC=2)C)C2C(=CC=CC=2)N=1.C([O-])([O-])=O.[K+].[K+].C1(=O)NC(=O)C2=CC=CC=C12.[K], predict the reaction product. The product is: [CH3:1][O:2][C:3]1[CH:4]=[CH:5][C:6]([N:9]([CH3:32])[C:10]2[C:19]3[C:14](=[CH:15][CH:16]=[CH:17][CH:18]=3)[N:13]=[C:12]([CH2:20][NH:21][C:22](=[O:31])[CH3:23])[N:11]=2)=[CH:7][CH:8]=1. (7) Given the reactants [Br:1][C:2]1[CH:7]=[CH:6][N:5]=[C:4]2[N:8]([S:11]([C:14]3[CH:19]=[CH:18][CH:17]=[CH:16][CH:15]=3)(=[O:13])=[O:12])[CH:9]=[CH:10][C:3]=12.[Li+].[CH3:21]C([N-]C(C)C)C.CI, predict the reaction product. The product is: [Br:1][C:2]1[CH:7]=[CH:6][N:5]=[C:4]2[N:8]([S:11]([C:14]3[CH:19]=[CH:18][CH:17]=[CH:16][CH:15]=3)(=[O:13])=[O:12])[C:9]([CH3:21])=[CH:10][C:3]=12.